Regression. Given two drug SMILES strings and cell line genomic features, predict the synergy score measuring deviation from expected non-interaction effect. From a dataset of NCI-60 drug combinations with 297,098 pairs across 59 cell lines. (1) Drug 1: C1CN(CCN1C(=O)CCBr)C(=O)CCBr. Drug 2: COC1=C2C(=CC3=C1OC=C3)C=CC(=O)O2. Cell line: HCT116. Synergy scores: CSS=44.5, Synergy_ZIP=2.35, Synergy_Bliss=0.285, Synergy_Loewe=-3.61, Synergy_HSA=-0.806. (2) Drug 1: C1CCN(CC1)CCOC2=CC=C(C=C2)C(=O)C3=C(SC4=C3C=CC(=C4)O)C5=CC=C(C=C5)O. Drug 2: CC1=C(N=C(N=C1N)C(CC(=O)N)NCC(C(=O)N)N)C(=O)NC(C(C2=CN=CN2)OC3C(C(C(C(O3)CO)O)O)OC4C(C(C(C(O4)CO)O)OC(=O)N)O)C(=O)NC(C)C(C(C)C(=O)NC(C(C)O)C(=O)NCCC5=NC(=CS5)C6=NC(=CS6)C(=O)NCCC[S+](C)C)O. Cell line: NCI-H322M. Synergy scores: CSS=-6.87, Synergy_ZIP=1.27, Synergy_Bliss=-5.75, Synergy_Loewe=-7.24, Synergy_HSA=-8.17. (3) Drug 1: C1CC(C1)(C(=O)O)C(=O)O.[NH2-].[NH2-].[Pt+2]. Drug 2: CC12CCC3C(C1CCC2OP(=O)(O)O)CCC4=C3C=CC(=C4)OC(=O)N(CCCl)CCCl.[Na+]. Cell line: ACHN. Synergy scores: CSS=29.1, Synergy_ZIP=-3.16, Synergy_Bliss=3.33, Synergy_Loewe=-30.2, Synergy_HSA=3.57. (4) Drug 1: CC1=C(C(=O)C2=C(C1=O)N3CC4C(C3(C2COC(=O)N)OC)N4)N. Drug 2: C1CC(CNC1)C2=CC=C(C=C2)N3C=C4C=CC=C(C4=N3)C(=O)N. Cell line: NCI-H460. Synergy scores: CSS=60.2, Synergy_ZIP=1.24, Synergy_Bliss=-0.113, Synergy_Loewe=-14.1, Synergy_HSA=2.52.